Dataset: Reaction yield outcomes from USPTO patents with 853,638 reactions. Task: Predict the reaction yield, written as a fraction of the theoretical maximum amount of product (1.0 means a 100% yield; for example, 0.34 means a 34% yield). (1) The reactants are Br[C:2]1[N:11]=[CH:10][CH:9]=[CH:8][C:3]=1[C:4]([O:6][CH3:7])=[O:5].[C:12]1(B(O)O)[CH:17]=[CH:16][CH:15]=[CH:14][CH:13]=1.C([O-])([O-])=O.[Na+].[Na+]. The catalyst is C1(C)C=CC=CC=1.C1C=CC([P]([Pd]([P](C2C=CC=CC=2)(C2C=CC=CC=2)C2C=CC=CC=2)([P](C2C=CC=CC=2)(C2C=CC=CC=2)C2C=CC=CC=2)[P](C2C=CC=CC=2)(C2C=CC=CC=2)C2C=CC=CC=2)(C2C=CC=CC=2)C2C=CC=CC=2)=CC=1. The product is [C:12]1([C:2]2[N:11]=[CH:10][CH:9]=[CH:8][C:3]=2[C:4]([O:6][CH3:7])=[O:5])[CH:17]=[CH:16][CH:15]=[CH:14][CH:13]=1. The yield is 0.572. (2) The reactants are [C:1]([O:5][C:6]([N:8]1[CH2:13][CH2:12][NH:11][C:10](=[O:14])[CH2:9]1)=[O:7])([CH3:4])([CH3:3])[CH3:2].[H-].[Na+].CC1C=CC(S(O[CH2:28][CH:29]2[CH2:34][CH2:33][CH2:32][N:31]([CH2:35][C:36]3[CH:41]=[CH:40][CH:39]=[CH:38][CH:37]=3)[CH2:30]2)(=O)=O)=CC=1. The catalyst is CN(C)C=O. The product is [CH2:35]([N:31]1[CH2:32][CH2:33][CH2:34][CH:29]([CH2:28][N:11]2[CH2:12][CH2:13][N:8]([C:6]([O:5][C:1]([CH3:4])([CH3:2])[CH3:3])=[O:7])[CH2:9][C:10]2=[O:14])[CH2:30]1)[C:36]1[CH:41]=[CH:40][CH:39]=[CH:38][CH:37]=1. The yield is 0.200.